From a dataset of Experimentally validated miRNA-target interactions with 360,000+ pairs, plus equal number of negative samples. Binary Classification. Given a miRNA mature sequence and a target amino acid sequence, predict their likelihood of interaction. (1) The protein sequence of the target gene is MADMQNLVERLERAVGRLEAVSHTSDMHRGYADSPSKAGAAPYVQAFDSLLAGPVAEYLKISKEIGGDVQKHAEMVHTGLKLERALLVTASQCQQPAENKLSDLLAPISEQIKEVITFREKNRGSKLFNHLSAVSESIQALGWVAMAPKPGPYVKEMNDAAMFYTNRVLKEYKDVDKKHVDWVKAYLSIWTELQAYIKEFHTTGLAWSKTGPVAKELSGLPSGPSAGSCPPPPPPCPPPPPVSTISCSYESASRSSLFAQINQGESITHALKHVSDDMKTHKNPALKAQSGPVRSGPKPF.... The miRNA is hsa-miR-3157-5p with sequence UUCAGCCAGGCUAGUGCAGUCU. Result: 1 (interaction). (2) The miRNA is hsa-miR-211-5p with sequence UUCCCUUUGUCAUCCUUCGCCU. The protein sequence of the target gene is MESLDRRRTGSEQEEGFGVQSRRATDLGMVPNLRRSNSSLCKSRRFLCSFSSEKQENLSSWIPENIKKKECVYFVESSKLSDAGKVVCACGYTHEQHLEVAIKPHTFQGKEWDPKKHVQEMPTDAFGDIVFTDLSQKVGKYVRVSQDTPSSVIYQLMTQHWGLDVPNLLISVTGGAKNFNMKLRLKSIFRRGLVKVAQTTGAWIITGGSHTGVMKQVGEAVRDFSLSSSCKEGEVITIGVATWGTIHNREGLIHPMGGFPAEYMLDEEGQGNLTCLDSNHSHFILVDDGTHGQYGVEIPL.... Result: 0 (no interaction). (3) The miRNA is hsa-miR-6856-5p with sequence AAGAGAGGAGCAGUGGUGCUGUGG. The protein sequence of the target gene is MSRYSYQSLLDWLYGGVDPSFAGNGGPDCAAFLSWQQRLLESVVVLTLALLEILVALRHILRQKEDGRGGRSSQPQQVTQRPEEGKESLSKNLLLVALCLIFGVEVGFKFATKTVIYLLNPCHLVTMMHIFLLACPPCPGATVIFKLQMHMLNGALLALLFPVVNTRLLPFELEIYYIQHAMLYVVPVYLLWKGGAYTPEPLCNFQWALLSTGLMFFYHFSFLQILGLVTEVNLNNMLCPAISDPFYGPWYRIWASGHQTLMTMTHGKLVILFSYMAGPLCKYLLDLLRLPAKKID. Result: 0 (no interaction). (4) The miRNA is hsa-miR-548i with sequence AAAAGUAAUUGCGGAUUUUGCC. The protein sequence of the target gene is MEEEDESRGKTEESGEDRGDGPPDRDPTLSPSAFILRAIQQAVGSSLQGDLPNDKDGSRCHGLRWRRCRSPRSEPRSQESGGTDTATVLDMATDSFLAGLVSVLDPPDTWVPSRLDLRPGESEDMLELVAEVRIGDRDPIPLPVPSLLPRLRAWRTGKTVSPQSNSSRPTCARHLTLGTGDGGPAPPPAPSSASSSPSPSPSSSSPSPPPPPPPPAPPAPPAPRFDIYDPFHPTDEAYSPPPAPEQKYDPFEPTGSNPSSSAGTPSPEEEEEEEEEEEEEEEDEEEEEGLSQSISRISET.... Result: 0 (no interaction). (5) The protein sequence of the target gene is MSSRKTKSNAHAECLSQVQRILRERFCHHSPHSNLFGVQVQYKHLIELLKRTAIYGESNSVLIVGPRGSGKTTLLNHALKELMEIEVSENVIQVHLNGLLQTNEKIALKEITRQLNLDNVVEDKVFGSFAENLSFLLEALQKGDRTSSCPVIFILDEFDIFAHQKNQTLLYNLFDISQSAQTPVAVIGLTCRLDILELLEKRVKSRFSHRQIHLMNSFDFPQYLKIFKEQLSLPAEFPDKAFAERWNENVHCLSEDSTVLEVLQKHFSVNKNLQSLHMLLMLALNRVTVSHPFMTSADLM.... Result: 0 (no interaction). The miRNA is mmu-miR-344g-3p with sequence CAGGCUCUAGCCAGGGGCUUGA. (6) The miRNA is hsa-miR-6885-3p with sequence CUUUGCUUCCUGCUCCCCUAG. The protein sequence of the target gene is MRIPVDASTSRRFTPPSTALSPGKMSEALPLGAPDAGAALAGKLRSGDRSMVEVLADHPGELVRTDSPNFLCSVLPTHWRCNKTLPIAFKVVALGDVPDGTLVTVMAGNDENYSAELRNATAAMKNQVARFNDLRFVGRSGRGKSFTLTITVFTNPPQVATYHRAIKITVDGPREPRRHRQKLDDQTKPGSLSFSERLSELEQLRRTAMRVSPHHPAPTPNPRASLNHSTAFNPQPQSQMQDTRQIQPSPPWSYDQSYQYLGSIASPSVHPATPISPGRASGMTTLSAELSSRLSTAPDL.... Result: 1 (interaction).